This data is from Full USPTO retrosynthesis dataset with 1.9M reactions from patents (1976-2016). The task is: Predict the reactants needed to synthesize the given product. (1) The reactants are: [CH2:1]([O:3][C:4](=[O:17])[CH2:5][C:6]1[CH:11]=[CH:10][C:9]([S:12][CH2:13][C:14](=O)[CH3:15])=[CH:8][CH:7]=1)[CH3:2].Cl.[Cl:19][C:20]1[CH:21]=[C:22]([NH:26]N)[CH:23]=[CH:24][CH:25]=1. Given the product [CH2:1]([O:3][C:4](=[O:17])[CH2:5][C:6]1[CH:11]=[CH:10][C:9]([S:12][C:13]2[C:23]3[C:22](=[CH:21][C:20]([Cl:19])=[CH:25][CH:24]=3)[NH:26][C:14]=2[CH3:15])=[CH:8][CH:7]=1)[CH3:2], predict the reactants needed to synthesize it. (2) Given the product [F:64][C:65]1[CH:77]=[CH:76][C:68]([O:69][CH:70]2[CH2:75][CH2:74][N:73]([C:25](=[O:27])[CH2:24][NH:23][C:21]([C:19]3[N:18]=[CH:17][N:16]([C:10]4[CH:11]=[CH:12][CH:13]=[CH:14][CH:15]=4)[CH:20]=3)=[O:22])[CH2:72][CH2:71]2)=[CH:67][C:66]=1[C:78]([F:81])([F:79])[F:80], predict the reactants needed to synthesize it. The reactants are: CCN(C(C)C)C(C)C.[C:10]1([N:16]2[CH:20]=[C:19]([C:21]([NH:23][CH2:24][C:25]([OH:27])=O)=[O:22])[N:18]=[CH:17]2)[CH:15]=[CH:14][CH:13]=[CH:12][CH:11]=1.C1(N2C=C(C(O)=O)N=C2)C=CC=CC=1.C1C=CC2N(O)N=NC=2C=1.CCN=C=NCCCN(C)C.Cl.[F:64][C:65]1[CH:77]=[CH:76][C:68]([O:69][CH:70]2[CH2:75][CH2:74][NH:73][CH2:72][CH2:71]2)=[CH:67][C:66]=1[C:78]([F:81])([F:80])[F:79].Cl.ClC1C=CC=CC=1OC1CCNCC1. (3) Given the product [Br:1][C:2]1[S:3][C:4]([Cl:16])=[CH:5][C:6]=1[CH2:7][C:9]1[CH:14]=[CH:13][CH:12]=[C:11]([Cl:15])[CH:10]=1, predict the reactants needed to synthesize it. The reactants are: [Br:1][C:2]1[S:3][C:4]([Cl:16])=[CH:5][C:6]=1[CH:7]([C:9]1[CH:14]=[CH:13][CH:12]=[C:11]([Cl:15])[CH:10]=1)O.FC(F)(F)C(O)=O.C([SiH](CC)CC)C. (4) Given the product [CH3:9][O:8][C:5]1[N:6]=[CH:7][C:2]([B:15]([OH:20])[OH:16])=[CH:3][CH:4]=1, predict the reactants needed to synthesize it. The reactants are: Br[C:2]1[CH:3]=[CH:4][C:5]([O:8][CH3:9])=[N:6][CH:7]=1.C([Li])CCC.[B:15](OC(C)C)([O:20]C(C)C)[O:16]C(C)C.Cl.